Dataset: Full USPTO retrosynthesis dataset with 1.9M reactions from patents (1976-2016). Task: Predict the reactants needed to synthesize the given product. (1) Given the product [OH:16][C:14]([CH3:17])([CH3:15])[CH2:13][N:11]1[CH:12]=[C:8]([C:6]2[CH:5]=[CH:4][N:3]=[C:2]([NH:18][C:19]3[CH:20]=[C:21]([C:26]4[S:30][C:29]([C:31]5([OH:35])[CH2:34][CH2:33][CH2:32]5)=[N:28][CH:27]=4)[CH:22]=[C:23]([CH3:25])[CH:24]=3)[N:7]=2)[CH:9]=[N:10]1, predict the reactants needed to synthesize it. The reactants are: Cl[C:2]1[N:7]=[C:6]([C:8]2[CH:9]=[N:10][N:11]([CH2:13][C:14]([CH3:17])([OH:16])[CH3:15])[CH:12]=2)[CH:5]=[CH:4][N:3]=1.[NH2:18][C:19]1[CH:20]=[C:21]([C:26]2[S:30][C:29]([C:31]3([OH:35])[CH2:34][CH2:33][CH2:32]3)=[N:28][CH:27]=2)[CH:22]=[C:23]([CH3:25])[CH:24]=1.C(=O)([O-])[O-].[Cs+].[Cs+].CC1(C)C2C(=C(P(C3C=CC=CC=3)C3C=CC=CC=3)C=CC=2)OC2C(P(C3C=CC=CC=3)C3C=CC=CC=3)=CC=CC1=2. (2) Given the product [NH2:38][C:22]1[C:17]2[C:16]([CH3:24])=[CH:15][N:14]([C@@H:12]3[O:11][C@H:10]([CH2:25][OH:26])[C@@H:9]([OH:8])[CH2:13]3)[C:18]=2[N:19]=[CH:20][N:21]=1, predict the reactants needed to synthesize it. The reactants are: CC1C=CC(C([O:8][C@H:9]2[CH2:13][C@H:12]([N:14]3[C:18]4[N:19]=[CH:20][N:21]=[C:22](Cl)[C:17]=4[C:16]([CH3:24])=[CH:15]3)[O:11][C@@H:10]2[CH2:25][O:26]C(=O)C2C=CC(C)=CC=2)=O)=CC=1.[NH3:38].